Dataset: Catalyst prediction with 721,799 reactions and 888 catalyst types from USPTO. Task: Predict which catalyst facilitates the given reaction. (1) Reactant: [CH2:1]([C@@H:8]1[CH2:12][O:11][C:10](=[O:13])[NH:9]1)[C:2]1[CH:7]=[CH:6][CH:5]=[CH:4][CH:3]=1.[H-].[Na+].[CH2:16]([O:23][C:24]1[C:29]([F:30])=[CH:28][C:27]([CH:31]2[CH2:33][CH:32]2[C:34](Cl)=[O:35])=[CH:26][C:25]=1[F:37])[C:17]1[CH:22]=[CH:21][CH:20]=[CH:19][CH:18]=1.[NH4+].[Cl-]. Product: [CH2:1]([C@@H:8]1[CH2:12][O:11][C:10](=[O:13])[N:9]1[C:34]([CH:32]1[CH2:33][CH:31]1[C:27]1[CH:26]=[C:25]([F:37])[C:24]([O:23][CH2:16][C:17]2[CH:22]=[CH:21][CH:20]=[CH:19][CH:18]=2)=[C:29]([F:30])[CH:28]=1)=[O:35])[C:2]1[CH:3]=[CH:4][CH:5]=[CH:6][CH:7]=1. The catalyst class is: 1. (2) Reactant: [NH2:1][C:2]1[C:3]([Cl:17])=[C:4]([NH:8][C:9]2[CH2:14][CH2:13][CH2:12][C:11](=[O:15])[C:10]=2[CH3:16])[CH:5]=[CH:6][CH:7]=1.[O:18]1[C:22](=[O:23])[CH:21]=[CH:20][C:19]1=[O:24].CC(O)=O. Product: [Cl:17][C:3]1[C:4]([NH:8][C:9]2[CH2:14][CH2:13][CH2:12][C:11](=[O:15])[C:10]=2[CH3:16])=[CH:5][CH:6]=[CH:7][C:2]=1[NH:1][C:22](=[O:23])/[CH:21]=[CH:20]\[C:19]([OH:24])=[O:18]. The catalyst class is: 1. (3) Reactant: [CH3:1][C:2]1[N:3]([CH2:7][CH2:8][O:9][C:10]2[CH:15]=[CH:14][C:13]([N:16]3[C:21](=[O:22])[CH:20]=[CH:19][C:18]4[C:23]([C:31]5[CH:36]=[CH:35][CH:34]=[CH:33][CH:32]=5)=[C:24]([C:26]([O:28]CC)=[O:27])[S:25][C:17]3=4)=[CH:12][CH:11]=2)[CH:4]=[CH:5][N:6]=1.[OH-].[Na+]. Product: [CH3:1][C:2]1[N:3]([CH2:7][CH2:8][O:9][C:10]2[CH:11]=[CH:12][C:13]([N:16]3[C:21](=[O:22])[CH:20]=[CH:19][C:18]4[C:23]([C:31]5[CH:32]=[CH:33][CH:34]=[CH:35][CH:36]=5)=[C:24]([C:26]([OH:28])=[O:27])[S:25][C:17]3=4)=[CH:14][CH:15]=2)[CH:4]=[CH:5][N:6]=1. The catalyst class is: 88. (4) Reactant: C(OC([N:8]1[CH2:13][CH:12]2[CH:10]([CH:11]2[CH2:14][N:15]([C:23]2[CH:28]=[CH:27][C:26]([N:29]3[CH2:34][CH2:33][O:32][CH2:31][CH2:30]3)=[C:25]([F:35])[CH:24]=2)[C:16]([C:18]2[S:19][CH:20]=[CH:21][CH:22]=2)=[O:17])[CH2:9]1)=O)(C)(C)C.[C:36]([OH:42])([C:38]([F:41])([F:40])[F:39])=[O:37]. Product: [F:39][C:38]([F:41])([F:40])[C:36]([OH:42])=[O:37].[CH:10]12[CH:11]([CH2:14][N:15]([C:23]3[CH:28]=[CH:27][C:26]([N:29]4[CH2:34][CH2:33][O:32][CH2:31][CH2:30]4)=[C:25]([F:35])[CH:24]=3)[C:16]([C:18]3[S:19][CH:20]=[CH:21][CH:22]=3)=[O:17])[CH:12]1[CH2:13][NH:8][CH2:9]2. The catalyst class is: 2. (5) Reactant: [NH2:1][C:2]1[S:3][C:4]2[C:9]([N:10]=1)=[CH:8][CH:7]=[C:6]([O:11][C:12]1[CH:13]=[C:14]([NH:20][C:21](=[O:33])[C:22]3[CH:27]=[CH:26][CH:25]=[C:24]([C:28]4([C:31]#[N:32])[CH2:30][CH2:29]4)[CH:23]=3)[CH:15]=[CH:16][C:17]=1[O:18][CH3:19])[N:5]=2.C([O:37][CH2:38][C:39](Cl)=[O:40])(=O)C.CO.N. Product: [C:31]([C:28]1([C:24]2[CH:23]=[C:22]([CH:27]=[CH:26][CH:25]=2)[C:21]([NH:20][C:14]2[CH:15]=[CH:16][C:17]([O:18][CH3:19])=[C:12]([O:11][C:6]3[N:5]=[C:4]4[S:3][C:2]([NH:1][C:38](=[O:37])[CH2:39][OH:40])=[N:10][C:9]4=[CH:8][CH:7]=3)[CH:13]=2)=[O:33])[CH2:30][CH2:29]1)#[N:32]. The catalyst class is: 537. (6) Reactant: C([C@@H:8]1[CH2:13][C@@:12]2(N)[CH2:14][C@H:9]1[CH2:10][N:11]2[C:16]1[C:28]2[C:27]3[C:22](=[C:23]([N:30]([CH3:36])[C:31](=[O:35])[O:32][CH2:33]Cl)[CH:24]=[C:25]([F:29])[CH:26]=3)[NH:21][C:20]=2[N:19]=[C:18]([O:37][C:38]2[CH:39]=[N:40][C:41]([CH3:44])=[N:42][CH:43]=2)[N:17]=1)(OC(C)(C)C)=O.[I-].[Na+].[C:47]([O:51][C:52]([N:54]1[CH2:59][CH2:58][N:57]([CH2:60][C:61]([O-:63])=[O:62])[CH2:56][CH2:55]1)=[O:53])([CH3:50])([CH3:49])[CH3:48].[Cs+]. The catalyst class is: 3. Product: [C:47]([O:51][C:52]([NH:54][C@@H:8]1[CH2:13][C@H:12]2[CH2:14][C@@H:9]1[CH2:10][N:11]2[C:16]1[C:28]2[C:27]3[C:22](=[C:23]([N:30]([CH3:36])[C:31]([O:32][CH2:33][O:62][C:61](=[O:63])[CH2:60][N:57]4[CH2:56][CH2:55][N:54]([C:52]([O:51][C:47]([CH3:50])([CH3:48])[CH3:49])=[O:53])[CH2:59][CH2:58]4)=[O:35])[CH:24]=[C:25]([F:29])[CH:26]=3)[NH:21][C:20]=2[N:19]=[C:18]([O:37][C:38]2[CH:43]=[N:42][C:41]([CH3:44])=[N:40][CH:39]=2)[N:17]=1)=[O:53])([CH3:50])([CH3:49])[CH3:48].